This data is from Forward reaction prediction with 1.9M reactions from USPTO patents (1976-2016). The task is: Predict the product of the given reaction. (1) Given the reactants [SH:1]CCC(O)=O.[CH3:7][O-:8].[Na+].[Na].C1(C)C=CC(S(O[CH2:21][CH2:22]/[CH:23]=[CH:24]\[CH2:25]/[CH:26]=[CH:27]\[CH2:28][CH3:29])(=O)=O)=CC=1.Cl.C(O[CH2:35][CH3:36])C, predict the reaction product. The product is: [CH2:27]([CH2:28][CH2:29][C:7]([OH:8])=[S:1])[CH2:26]/[CH:25]=[CH:24]/[CH2:23]/[CH:22]=[CH:21]/[CH2:35][CH3:36]. (2) Given the reactants [C:1]([C:3]1[CH:11]=[CH:10][C:6]2[N:7]=C[S:9][C:5]=2[CH:4]=1)#[N:2].O.NN, predict the reaction product. The product is: [NH2:7][C:6]1[CH:10]=[CH:11][C:3]([C:1]#[N:2])=[CH:4][C:5]=1[SH:9]. (3) Given the reactants [N:1]1([CH2:7][CH2:8][C:9]#[C:10][C:11]2[CH:16]=[CH:15][C:14]([CH2:17][N:18]3[CH2:23][CH2:22][CH2:21][CH2:20][CH2:19]3)=[CH:13][N:12]=2)[CH2:6][CH2:5][CH2:4][CH2:3][CH2:2]1.N1(CC2C=CC(OS(C(F)(F)F)(=O)=O)=NC=2)CCCCC1.C(N1CCCCC1)CC#C, predict the reaction product. The product is: [NH3:1].[N:1]1([CH2:7][CH2:8][C:9]#[C:10][C:11]2[CH:16]=[CH:15][C:14]([CH2:17][N:18]3[CH2:19][CH2:20][CH2:21][CH2:22][CH2:23]3)=[CH:13][N:12]=2)[CH2:2][CH2:3][CH2:4][CH2:5][CH2:6]1. (4) Given the reactants [CH:1]1([C:4]2[CH:5]=[CH:6][C:7]([C:18]([OH:20])=O)=[N:8][C:9]=2[CH2:10][C:11]2[CH:16]=[CH:15][C:14]([F:17])=[CH:13][CH:12]=2)[CH2:3][CH2:2]1.Cl.[NH2:22][C@@H:23]([CH2:29][CH:30]([CH3:32])[CH3:31])[C:24]([O:26][CH2:27][CH3:28])=[O:25], predict the reaction product. The product is: [CH:1]1([C:4]2[CH:5]=[CH:6][C:7]([C:18]([NH:22][C@@H:23]([CH2:29][CH:30]([CH3:31])[CH3:32])[C:24]([O:26][CH2:27][CH3:28])=[O:25])=[O:20])=[N:8][C:9]=2[CH2:10][C:11]2[CH:12]=[CH:13][C:14]([F:17])=[CH:15][CH:16]=2)[CH2:2][CH2:3]1. (5) The product is: [CH3:12][NH:13][C:14]([NH:11][CH2:10][CH:7]1[CH2:8][CH2:9][O:5][CH2:6]1)=[N:17][N+:18]([O-:20])=[O:19]. Given the reactants [Cl-].[Na+].[OH-].[Na+].[O:5]1[CH2:9][CH2:8][CH:7]([CH2:10][NH2:11])[CH2:6]1.[CH3:12][NH:13][C:14](=[N:17][N+:18]([O-:20])=[O:19])OC.Cl, predict the reaction product. (6) Given the reactants [CH3:1][C:2]1[C:6]([CH2:7][N:8]2[N:12]=[N:11][C:10]([NH2:13])=[N:9]2)=[C:5]([CH3:14])[O:4][N:3]=1.[CH3:15][O:16][C:17]1[CH:18]=[C:19]([CH:23]=[CH:24][CH:25]=1)[C:20](Cl)=[O:21].N1C=CC=CC=1, predict the reaction product. The product is: [CH3:1][C:2]1[C:6]([CH2:7][N:8]2[N:12]=[N:11][C:10]([NH:13][C:20](=[O:21])[C:19]3[CH:23]=[CH:24][CH:25]=[C:17]([O:16][CH3:15])[CH:18]=3)=[N:9]2)=[C:5]([CH3:14])[O:4][N:3]=1. (7) Given the reactants [OH:1][C@H:2]([C:27]1[C:35]2[S:34][C:33](=[O:36])[NH:32][C:31]=2[C:30]([OH:37])=[CH:29][CH:28]=1)[CH2:3][NH:4][CH2:5][CH2:6][S:7][CH2:8][CH2:9][CH2:10][N:11]([CH2:19][CH2:20][C:21]1[CH:26]=[CH:25][CH:24]=[CH:23][CH:22]=1)C(=O)OC(C)(C)C.[ClH:38], predict the reaction product. The product is: [ClH:38].[OH:37][C:30]1[C:31]2[NH:32][C:33](=[O:36])[S:34][C:35]=2[C:27]([C@@H:2]([OH:1])[CH2:3][NH:4][CH2:5][CH2:6][S:7][CH2:8][CH2:9][CH2:10][NH:11][CH2:19][CH2:20][C:21]2[CH:22]=[CH:23][CH:24]=[CH:25][CH:26]=2)=[CH:28][CH:29]=1.